This data is from Full USPTO retrosynthesis dataset with 1.9M reactions from patents (1976-2016). The task is: Predict the reactants needed to synthesize the given product. (1) Given the product [O:1]1[C:5]2([CH2:6][CH2:7][C:8]([CH2:11][OH:12])([CH2:16][OH:17])[CH2:9][CH2:10]2)[O:4][CH2:3][CH2:2]1, predict the reactants needed to synthesize it. The reactants are: [O:1]1[C:5]2([CH2:10][CH2:9][C:8]([C:16](OC)=[O:17])([C:11](OCC)=[O:12])[CH2:7][CH2:6]2)[O:4][CH2:3][CH2:2]1.[H-].[H-].[H-].[H-].[Li+].[Al+3]. (2) Given the product [NH2:6][C:7]1[C:12]2=[C:13]([C:20]3[CH:25]=[CH:24][C:23]([NH:26][C:27]([NH:29][C:30]4[CH:35]=[C:34]([C:36]([F:37])([F:38])[F:39])[CH:33]=[CH:32][C:31]=4[F:40])=[O:28])=[CH:22][CH:21]=3)[C:14]([CH2:16][CH2:17][CH:18]=[O:19])=[CH:15][N:11]2[N:10]=[CH:9][N:8]=1, predict the reactants needed to synthesize it. The reactants are: C1COCC1.[NH2:6][C:7]1[C:12]2=[C:13]([C:20]3[CH:25]=[CH:24][C:23]([NH:26][C:27]([NH:29][C:30]4[CH:35]=[C:34]([C:36]([F:39])([F:38])[F:37])[CH:33]=[CH:32][C:31]=4[F:40])=[O:28])=[CH:22][CH:21]=3)[C:14]([CH2:16][CH2:17][CH2:18][OH:19])=[CH:15][N:11]2[N:10]=[CH:9][N:8]=1.CC(OI1(OC(C)=O)(OC(C)=O)OC(=O)C2C=CC=CC1=2)=O.